This data is from Forward reaction prediction with 1.9M reactions from USPTO patents (1976-2016). The task is: Predict the product of the given reaction. (1) Given the reactants [Cl:1][CH2:2][CH2:3][CH2:4][CH2:5][C:6]1([CH2:16][CH3:17])[C:14]2[C:9](=[CH:10][CH:11]=[CH:12][CH:13]=2)[NH:8][C:7]1=[O:15].[Cl:18][C:19]1[CH:20]=[C:21]([N:26]2[CH2:31][CH2:30][NH:29][CH2:28][CH2:27]2)[CH:22]=[C:23]([Cl:25])[CH:24]=1, predict the reaction product. The product is: [ClH:1].[Cl:25][C:23]1[CH:22]=[C:21]([N:26]2[CH2:31][CH2:30][N:29]([CH2:2][CH2:3][CH2:4][CH2:5][C:6]3([CH2:16][CH3:17])[C:14]4[C:9](=[CH:10][CH:11]=[CH:12][CH:13]=4)[NH:8][C:7]3=[O:15])[CH2:28][CH2:27]2)[CH:20]=[C:19]([Cl:18])[CH:24]=1. (2) Given the reactants Br[C:2]1[CH:3]=[C:4]2[C:8](=[CH:9][CH:10]=1)[NH:7][C:6]([C:11]1[CH:12]=[N:13][CH:14]=[CH:15][C:16]=1[CH3:17])=[CH:5]2.[CH3:18][O:19][C:20]1[CH:25]=[C:24]([CH3:26])[C:23](B(O)O)=[CH:22][N:21]=1.C(=O)(O)[O-].[Na+], predict the reaction product. The product is: [CH3:18][O:19][C:20]1[N:21]=[CH:22][C:23]([C:2]2[CH:3]=[C:4]3[C:8](=[CH:9][CH:10]=2)[NH:7][C:6]([C:11]2[CH:12]=[N:13][CH:14]=[CH:15][C:16]=2[CH3:17])=[CH:5]3)=[C:24]([CH3:26])[CH:25]=1.